This data is from NCI-60 drug combinations with 297,098 pairs across 59 cell lines. The task is: Regression. Given two drug SMILES strings and cell line genomic features, predict the synergy score measuring deviation from expected non-interaction effect. (1) Drug 1: CC12CCC(CC1=CCC3C2CCC4(C3CC=C4C5=CN=CC=C5)C)O. Drug 2: CCC1(C2=C(COC1=O)C(=O)N3CC4=CC5=C(C=CC(=C5CN(C)C)O)N=C4C3=C2)O.Cl. Cell line: NCIH23. Synergy scores: CSS=17.4, Synergy_ZIP=-7.09, Synergy_Bliss=-1.16, Synergy_Loewe=-11.3, Synergy_HSA=-1.12. (2) Drug 1: CC12CCC3C(C1CCC2O)C(CC4=C3C=CC(=C4)O)CCCCCCCCCS(=O)CCCC(C(F)(F)F)(F)F. Drug 2: CCCCCOC(=O)NC1=NC(=O)N(C=C1F)C2C(C(C(O2)C)O)O. Cell line: SK-MEL-28. Synergy scores: CSS=-1.45, Synergy_ZIP=1.75, Synergy_Bliss=3.31, Synergy_Loewe=-1.39, Synergy_HSA=-1.05. (3) Drug 1: CCN(CC)CCNC(=O)C1=C(NC(=C1C)C=C2C3=C(C=CC(=C3)F)NC2=O)C. Drug 2: COC1=C2C(=CC3=C1OC=C3)C=CC(=O)O2. Cell line: MCF7. Synergy scores: CSS=-4.42, Synergy_ZIP=0.571, Synergy_Bliss=-3.67, Synergy_Loewe=-7.89, Synergy_HSA=-7.83. (4) Drug 1: CC1=C(C=C(C=C1)NC2=NC=CC(=N2)N(C)C3=CC4=NN(C(=C4C=C3)C)C)S(=O)(=O)N.Cl. Drug 2: C1CCC(C(C1)N)N.C(=O)(C(=O)[O-])[O-].[Pt+4]. Cell line: U251. Synergy scores: CSS=10.4, Synergy_ZIP=-5.97, Synergy_Bliss=-3.82, Synergy_Loewe=0.657, Synergy_HSA=0.789. (5) Drug 1: CCCCCOC(=O)NC1=NC(=O)N(C=C1F)C2C(C(C(O2)C)O)O. Drug 2: C1=CN(C=N1)CC(O)(P(=O)(O)O)P(=O)(O)O. Cell line: HT29. Synergy scores: CSS=-0.279, Synergy_ZIP=-0.798, Synergy_Bliss=-3.80, Synergy_Loewe=-2.29, Synergy_HSA=-4.60.